Task: Regression. Given a peptide amino acid sequence and an MHC pseudo amino acid sequence, predict their binding affinity value. This is MHC class II binding data.. Dataset: Peptide-MHC class II binding affinity with 134,281 pairs from IEDB The binding affinity (normalized) is 0.373. The peptide sequence is WIILGLNKIVRMYSPVSI. The MHC is DRB1_0901 with pseudo-sequence DRB1_0901.